Dataset: Reaction yield outcomes from USPTO patents with 853,638 reactions. Task: Predict the reaction yield, written as a fraction of the theoretical maximum amount of product (1.0 means a 100% yield; for example, 0.34 means a 34% yield). (1) The reactants are [CH3:1][C:2]1[C:3]([N:10]2[CH2:15][CH2:14][CH2:13][CH2:12][CH:11]2[CH3:16])=[N:4][CH:5]=[C:6]([CH:9]=1)[C:7]#N.[OH-:17].[K+].Cl.[OH2:20]. No catalyst specified. The product is [CH3:1][C:2]1[C:3]([N:10]2[CH2:15][CH2:14][CH2:13][CH2:12][CH:11]2[CH3:16])=[N:4][CH:5]=[C:6]([CH:9]=1)[C:7]([OH:20])=[O:17]. The yield is 1.00. (2) The reactants are [NH2:1][CH:2]([CH2:6][C:7]1[CH:12]=[C:11]([F:13])[CH:10]=[C:9]([F:14])[CH:8]=1)[C:3]([OH:5])=[O:4].S(Cl)([Cl:17])=O.[CH3:19]O. No catalyst specified. The product is [ClH:17].[CH3:19][O:4][C:3](=[O:5])[CH:2]([NH2:1])[CH2:6][C:7]1[CH:8]=[C:9]([F:14])[CH:10]=[C:11]([F:13])[CH:12]=1. The yield is 1.00. (3) The reactants are [CH3:1][O:2][C:3]([C:5]1[C:21]([NH:22][C:23]2[CH:28]=[CH:27][C:26](I)=[CH:25][C:24]=2[CH3:30])=[C:20]([F:31])[C:8]2[N:9]=[C:10]([CH2:12][O:13][CH2:14][CH2:15][Si:16]([CH3:19])([CH3:18])[CH3:17])[NH:11][C:7]=2[CH:6]=1)=[O:4].[CH3:32][N:33](C=O)C. The catalyst is C1C=CC(P(C2C=CC=CC=2)[C-]2C=CC=C2)=CC=1.C1C=CC(P(C2C=CC=CC=2)[C-]2C=CC=C2)=CC=1.[Fe+2].C1C=CC(/C=C/C(/C=C/C2C=CC=CC=2)=O)=CC=1.C1C=CC(/C=C/C(/C=C/C2C=CC=CC=2)=O)=CC=1.C1C=CC(/C=C/C(/C=C/C2C=CC=CC=2)=O)=CC=1.[Pd].[Pd].[C-]#N.[C-]#N.[Zn+2]. The product is [CH3:1][O:2][C:3]([C:5]1[C:21]([NH:22][C:23]2[CH:28]=[CH:27][C:26]([C:32]#[N:33])=[CH:25][C:24]=2[CH3:30])=[C:20]([F:31])[C:8]2[N:9]=[C:10]([CH2:12][O:13][CH2:14][CH2:15][Si:16]([CH3:19])([CH3:18])[CH3:17])[NH:11][C:7]=2[CH:6]=1)=[O:4]. The yield is 0.770. (4) The reactants are [Cl:1][C:2]1[CH:3]=[C:4]([N+:19]([O-])=O)[CH:5]=[CH:6][C:7]=1[O:8][C:9]1[CH:10]=[N:11][C:12]2[C:17]([CH:18]=1)=[CH:16][CH:15]=[CH:14][CH:13]=2.[NH4+].[Cl-].O. The catalyst is CCO.[Fe]. The product is [Cl:1][C:2]1[CH:3]=[C:4]([NH2:19])[CH:5]=[CH:6][C:7]=1[O:8][C:9]1[CH:10]=[N:11][C:12]2[C:17]([CH:18]=1)=[CH:16][CH:15]=[CH:14][CH:13]=2. The yield is 0.950. (5) The reactants are [Al+3].[Cl-].[Cl-].[Cl-].[Cl:5][CH2:6][CH2:7][CH2:8][C:9](Cl)=[O:10].[C:12]1([CH3:18])[CH:17]=[CH:16][CH:15]=[CH:14][CH:13]=1. No catalyst specified. The product is [Cl:5][CH2:6][CH2:7][CH2:8][C:9]([C:15]1[CH:16]=[CH:17][C:12]([CH3:18])=[CH:13][CH:14]=1)=[O:10]. The yield is 0.950. (6) The product is [CH3:1][O:2][C:3]([C:5]1[S:9][C:8]2[CH:10]=[C:11]([C:27]3[CH:28]=[CH:29][C:24]([N:23]([CH3:33])[CH3:22])=[CH:25][CH:26]=3)[CH:12]=[CH:13][C:7]=2[C:6]=1[O:15][CH2:16][C:17]([O:19][CH2:20][CH3:21])=[O:18])=[O:4]. The reactants are [CH3:1][O:2][C:3]([C:5]1[S:9][C:8]2[CH:10]=[C:11](Br)[CH:12]=[CH:13][C:7]=2[C:6]=1[O:15][CH2:16][C:17]([O:19][CH2:20][CH3:21])=[O:18])=[O:4].[CH3:22][N:23]([CH3:33])[C:24]1[CH:29]=[CH:28][C:27](B(O)O)=[CH:26][CH:25]=1.[F-].[K+]. The yield is 0.510. The catalyst is C1C=CC(/C=C/C(/C=C/C2C=CC=CC=2)=O)=CC=1.C1C=CC(/C=C/C(/C=C/C2C=CC=CC=2)=O)=CC=1.C1C=CC(/C=C/C(/C=C/C2C=CC=CC=2)=O)=CC=1.[Pd].[Pd].